This data is from Catalyst prediction with 721,799 reactions and 888 catalyst types from USPTO. The task is: Predict which catalyst facilitates the given reaction. (1) Product: [CH3:31][O:30][CH:29]([O:32][CH3:33])[CH2:28][O:11][C:7]1[CH:6]=[C:5]2[C:10](=[CH:9][CH:8]=1)[N:1]=[CH:2][CH:3]=[CH:4]2. The catalyst class is: 9. Reactant: [N:1]1[C:10]2[C:5](=[CH:6][C:7]([OH:11])=[CH:8][CH:9]=2)[CH:4]=[CH:3][CH:2]=1.C[Si](C)(C)N[Si](C)(C)C.[Na].C1COCC1.Br[CH2:28][CH:29]([O:32][CH3:33])[O:30][CH3:31]. (2) Reactant: C(OC([N:8]1[CH2:13][CH2:12][N:11]([C:14](=[O:28])[C:15]2[CH:20]=[CH:19][C:18]([CH2:21][N:22]3[CH2:27][CH2:26][O:25][CH2:24][CH2:23]3)=[CH:17][CH:16]=2)[CH2:10][CH2:9]1)=O)(C)(C)C.FC(F)(F)C(O)=O. Product: [N:22]1([CH2:21][C:18]2[CH:17]=[CH:16][C:15]([C:14]([N:11]3[CH2:10][CH2:9][NH:8][CH2:13][CH2:12]3)=[O:28])=[CH:20][CH:19]=2)[CH2:23][CH2:24][O:25][CH2:26][CH2:27]1. The catalyst class is: 326. (3) Reactant: [CH3:1][C:2]([O-])(C)C.[K+].C1C[O:10]CC1.[NH:12]1[C:20]2[C:15](=[CH:16][CH:17]=[CH:18][CH:19]=2)[C:14]([CH2:21][C:22]([NH2:24])=[O:23])=[CH:13]1.CO[C:27](=O)[C:28]([C:30]1[CH:31]=[CH:32][CH:33]=[C:34]2[C:38]=1[N:37](CC)[CH:36]=[CH:35]2)=O.Cl. Product: [CH2:1]([N:24]1[C:22](=[O:23])[C:21]2[C:28]([C:30]3[C:31](=[CH:32][CH2:33][C:34]4[C:38]=3[N:37]=[CH:36][CH:35]=4)[C:13]3[C:14]=2[C:15]2[CH2:16][C:17](=[O:10])[CH:18]=[CH:19][C:20]=2[N:12]=3)=[CH:27]1)[CH3:2]. The catalyst class is: 31. (4) Reactant: Cl[C:2]1(C(O)=O)[C:4]2([CH2:9][CH2:8][C:7]([C:25]#[N:26])([C:10]3[C:18]4[C:17]5[CH:19]=[CH:20][CH:21]=[CH:22][C:16]=5[O:15][C:14]=4[C:13]([O:23][CH3:24])=[CH:12][CH:11]=3)[CH2:6][CH2:5]2)[O:3]1.[OH2:30]. Product: [C:25]([C:7]1([C:10]2[C:18]3[C:17]4[CH:19]=[CH:20][CH:21]=[CH:22][C:16]=4[O:15][C:14]=3[C:13]([O:23][CH3:24])=[CH:12][CH:11]=2)[CH2:8][CH2:9][CH:4]([C:2]([OH:3])=[O:30])[CH2:5][CH2:6]1)#[N:26]. The catalyst class is: 16. (5) Reactant: [CH3:1][O:2][C:3]1[CH:10]=[CH:9][C:8]([O:11][C:12]([F:15])([F:14])[F:13])=[CH:7][C:4]=1[CH:5]=O.[CH:16]([NH2:19])([CH3:18])[CH3:17].C(O[BH-](OC(=O)C)OC(=O)C)(=O)C.[Na+]. Product: [CH:16]([NH:19][CH2:5][C:4]1[CH:7]=[C:8]([O:11][C:12]([F:15])([F:14])[F:13])[CH:9]=[CH:10][C:3]=1[O:2][CH3:1])([CH3:18])[CH3:17]. The catalyst class is: 26. (6) Reactant: [CH2:1]([O:8][CH:9]1[CH2:12][CH:11]([NH:13][C:14](=[O:34])[NH:15][C:16]2[N:17]=[CH:18][N:19]([CH2:26][C:27]3[CH:32]=[CH:31][C:30]([Cl:33])=[CH:29][CH:28]=3)[C:20]=2[C:21]([O:23]CC)=O)[CH2:10]1)[C:2]1[CH:7]=[CH:6][CH:5]=[CH:4][CH:3]=1.[O-]CC.[Na+]. Product: [CH2:1]([O:8][CH:9]1[CH2:10][CH:11]([N:13]2[C:21](=[O:23])[C:20]3[N:19]([CH2:26][C:27]4[CH:32]=[CH:31][C:30]([Cl:33])=[CH:29][CH:28]=4)[CH:18]=[N:17][C:16]=3[NH:15][C:14]2=[O:34])[CH2:12]1)[C:2]1[CH:7]=[CH:6][CH:5]=[CH:4][CH:3]=1. The catalyst class is: 8.